This data is from Catalyst prediction with 721,799 reactions and 888 catalyst types from USPTO. The task is: Predict which catalyst facilitates the given reaction. (1) Reactant: [Br:1][C:2]1[C:3]([Cl:30])=[CH:4][C:5]([NH:23][C:24](=[O:29])[C:25]([F:28])([F:27])[F:26])=[C:6]([C:8]#[C:9][CH:10]([C:12]2[CH:13]=[CH:14][C:15]([CH3:22])=[C:16]([CH:21]=2)[C:17]([O:19][CH3:20])=[O:18])[OH:11])[CH:7]=1.Cl[C:32]([O:34][CH2:35][CH3:36])=[O:33]. Product: [Br:1][C:2]1[C:3]([Cl:30])=[CH:4][C:5]([NH:23][C:24](=[O:29])[C:25]([F:27])([F:28])[F:26])=[C:6]([C:8]#[C:9][CH:10]([C:12]2[CH:13]=[CH:14][C:15]([CH3:22])=[C:16]([CH:21]=2)[C:17]([O:19][CH3:20])=[O:18])[O:11][C:32]([O:34][CH2:35][CH3:36])=[O:33])[CH:7]=1. The catalyst class is: 79. (2) Reactant: [Br:1][C:2]1[CH:13]=[CH:12][C:5]2[C:6](=[O:11])[NH:7][CH2:8][CH2:9][CH2:10][C:4]=2[CH:3]=1.[H-].[Na+].[CH3:16]I. Product: [Br:1][C:2]1[CH:13]=[CH:12][C:5]2[C:6](=[O:11])[N:7]([CH3:16])[CH2:8][CH2:9][CH2:10][C:4]=2[CH:3]=1. The catalyst class is: 3. (3) Reactant: [O:1]1[C:5]2[CH:6]=[CH:7][C:8]([CH2:10][C:11]([C:13]3[CH:18]=[CH:17][N:16]=[C:15]([CH3:19])[N:14]=3)=O)=[CH:9][C:4]=2[O:3][CH2:2]1.C(O)(=O)C.COC(OC)[N:27]([CH3:29])C.O.[NH2:33]N. Product: [O:1]1[C:5]2[CH:6]=[CH:7][C:8]([C:10]3[C:11]([C:13]4[CH:18]=[CH:17][N:16]=[C:15]([CH3:19])[N:14]=4)=[N:33][NH:27][CH:29]=3)=[CH:9][C:4]=2[O:3][CH2:2]1. The catalyst class is: 3. (4) Reactant: Cl[C:2]1[C:11]2=[N:12][N:13](CC3C=CC(OC)=CC=3)[CH:14]=[C:10]2[C:9]2[CH:8]=[CH:7][CH:6]=[CH:5][C:4]=2[N:3]=1.[N:24]1[CH:29]=[CH:28][CH:27]=[C:26]([NH2:30])[CH:25]=1.Cl. Product: [CH:14]1[C:10]2[C:9]3[CH:8]=[CH:7][CH:6]=[CH:5][C:4]=3[N:3]=[C:2]([NH:30][C:26]3[CH:25]=[N:24][CH:29]=[CH:28][CH:27]=3)[C:11]=2[NH:12][N:13]=1. The catalyst class is: 71.